This data is from NCI-60 drug combinations with 297,098 pairs across 59 cell lines. The task is: Regression. Given two drug SMILES strings and cell line genomic features, predict the synergy score measuring deviation from expected non-interaction effect. (1) Drug 1: COC1=CC(=CC(=C1O)OC)C2C3C(COC3=O)C(C4=CC5=C(C=C24)OCO5)OC6C(C(C7C(O6)COC(O7)C8=CC=CS8)O)O. Drug 2: C1=CC=C(C(=C1)C(C2=CC=C(C=C2)Cl)C(Cl)Cl)Cl. Cell line: UO-31. Synergy scores: CSS=13.5, Synergy_ZIP=-4.46, Synergy_Bliss=2.27, Synergy_Loewe=-5.53, Synergy_HSA=2.60. (2) Drug 1: C1=NC2=C(N1)C(=S)N=CN2. Drug 2: CCN(CC)CCCC(C)NC1=C2C=C(C=CC2=NC3=C1C=CC(=C3)Cl)OC. Cell line: A549. Synergy scores: CSS=20.3, Synergy_ZIP=-2.11, Synergy_Bliss=4.18, Synergy_Loewe=-1.30, Synergy_HSA=2.72.